Dataset: Peptide-MHC class I binding affinity with 185,985 pairs from IEDB/IMGT. Task: Regression. Given a peptide amino acid sequence and an MHC pseudo amino acid sequence, predict their binding affinity value. This is MHC class I binding data. (1) The peptide sequence is KSHNVSLIW. The MHC is HLA-A69:01 with pseudo-sequence HLA-A69:01. The binding affinity (normalized) is 0.0847. (2) The peptide sequence is KCDELAAKL. The MHC is Patr-A0101 with pseudo-sequence Patr-A0101. The binding affinity (normalized) is 0. (3) The peptide sequence is VMAFIAFLRF. The MHC is HLA-B15:01 with pseudo-sequence HLA-B15:01. The binding affinity (normalized) is 0.618. (4) The peptide sequence is EYISDAFSL. The MHC is HLA-A29:02 with pseudo-sequence HLA-A29:02. The binding affinity (normalized) is 0. (5) The peptide sequence is AYYWNQNGF. The MHC is HLA-A24:03 with pseudo-sequence HLA-A24:03. The binding affinity (normalized) is 0.912. (6) The peptide sequence is ALAKAAAAM. The MHC is HLA-A02:03 with pseudo-sequence HLA-A02:03. The binding affinity (normalized) is 0.466.